From a dataset of Full USPTO retrosynthesis dataset with 1.9M reactions from patents (1976-2016). Predict the reactants needed to synthesize the given product. (1) Given the product [Cl:19][C:11]1[N:10]=[C:9]([NH2:21])[CH:14]=[C:13]([O:15][CH:16]([F:18])[F:17])[CH:12]=1, predict the reactants needed to synthesize it. The reactants are: N.C(=O)([O-])[O-].[K+].[K+].Br[C:9]1[CH:14]=[C:13]([O:15][CH:16]([F:18])[F:17])[CH:12]=[C:11]([Cl:19])[N:10]=1.C[NH:21]CCNC. (2) Given the product [CH3:1][O:2][C:3]1[CH:18]=[C:17]([CH:16]=[CH:15][C:4]=1[O:5][CH2:6][CH2:7][O:8][CH:9]1[CH2:14][CH2:13][CH2:12][CH2:11][O:10]1)[NH2:19], predict the reactants needed to synthesize it. The reactants are: [CH3:1][O:2][C:3]1[CH:18]=[C:17]([N+:19]([O-])=O)[CH:16]=[CH:15][C:4]=1[O:5][CH2:6][CH2:7][O:8][CH:9]1[CH2:14][CH2:13][CH2:12][CH2:11][O:10]1. (3) The reactants are: [I:1][CH2:2][C:3]1[N:4]=[C:5]([C:14]2[CH:19]=[CH:18][C:17]([CH3:20])=[CH:16][CH:15]=2)[O:6][C:7]=1[C:8]1[CH:13]=CC=CC=1.[CH3:21][C:22](=NO)[C:23](=O)CC.C1C2C(=CC=CC=2)C=CC=1C=O. Given the product [CH2:8]([C:7]1[O:6][C:5]([C:14]2[CH:15]=[CH:16][C:17]3[C:18](=[CH:21][CH:22]=[CH:23][CH:20]=3)[CH:19]=2)=[N:4][C:3]=1[CH2:2][I:1])[CH3:13], predict the reactants needed to synthesize it. (4) Given the product [S:30]([CH2:29][CH2:28][NH:27][C:3]([C:5]1[C:14]([OH:15])=[C:13]2[C:8]([CH:9]=[CH:10][C:11](=[O:23])[N:12]2[CH2:16][C:17]2[CH:22]=[CH:21][CH:20]=[CH:19][CH:18]=2)=[C:7]([C:24]#[N:25])[N:6]=1)=[O:2])(=[O:32])(=[O:31])[NH2:33], predict the reactants needed to synthesize it. The reactants are: C[O:2][C:3]([C:5]1[C:14]([OH:15])=[C:13]2[C:8]([CH:9]=[CH:10][C:11](=[O:23])[N:12]2[CH2:16][C:17]2[CH:22]=[CH:21][CH:20]=[CH:19][CH:18]=2)=[C:7]([C:24]#[N:25])[N:6]=1)=O.Cl.[NH2:27][CH2:28][CH2:29][S:30]([NH2:33])(=[O:32])=[O:31].C[O-].[Na+]. (5) Given the product [ClH:39].[CH3:24][N:22]1[CH:23]=[C:19]([C:12]2[N:11]=[C:10]([C:8]3[CH:7]=[N:6][N:5]([CH:4]([CH:25]4[CH2:30][CH2:29][NH:28][CH2:27][CH2:26]4)[CH2:3][C:1]#[N:2])[CH:9]=3)[N:15]3[CH:16]=[CH:17][N:18]=[C:14]3[CH:13]=2)[CH:20]=[N:21]1.[CH3:24][N:22]1[CH:23]=[C:19]([C:12]2[N:11]=[C:10]([C:8]3[CH:7]=[N:6][N:5]([CH:4]([CH:25]4[CH2:30][CH2:29][NH:28][CH2:27][CH2:26]4)[CH2:3][C:1]#[N:2])[CH:9]=3)[N:15]3[CH:16]=[CH:17][N:18]=[C:14]3[CH:13]=2)[CH:20]=[N:21]1, predict the reactants needed to synthesize it. The reactants are: [C:1]([CH2:3][CH:4]([CH:25]1[CH2:30][CH2:29][N:28](C(OC(C)(C)C)=O)[CH2:27][CH2:26]1)[N:5]1[CH:9]=[C:8]([C:10]2[N:15]3[CH:16]=[CH:17][N:18]=[C:14]3[CH:13]=[C:12]([C:19]3[CH:20]=[N:21][N:22]([CH3:24])[CH:23]=3)[N:11]=2)[CH:7]=[N:6]1)#[N:2].C(Cl)[Cl:39].Cl.O1CCOCC1. (6) Given the product [CH2:28]([O:35][C:36]1[CH:44]=[CH:43][C:39]([C:40]([O:10][C@H:9]([C:11]2[CH:16]=[CH:15][C:14]([O:17][CH:18]([F:20])[F:19])=[C:13]([O:21][CH2:22][CH:23]3[CH2:25][CH2:24]3)[CH:12]=2)[CH2:8][C:7]2[C:6]([Cl:26])=[CH:5][N+:4]([O-:27])=[CH:3][C:2]=2[Cl:1])=[O:41])=[CH:38][C:37]=1[O:45][S:46]([CH3:49])(=[O:48])=[O:47])[C:29]1[CH:30]=[CH:31][CH:32]=[CH:33][CH:34]=1, predict the reactants needed to synthesize it. The reactants are: [Cl:1][C:2]1[CH:3]=[N+:4]([O-:27])[CH:5]=[C:6]([Cl:26])[C:7]=1[CH2:8][C@@H:9]([C:11]1[CH:16]=[CH:15][C:14]([O:17][CH:18]([F:20])[F:19])=[C:13]([O:21][CH2:22][CH:23]2[CH2:25][CH2:24]2)[CH:12]=1)[OH:10].[CH2:28]([O:35][C:36]1[CH:44]=[CH:43][C:39]([C:40](O)=[O:41])=[CH:38][C:37]=1[O:45][S:46]([CH3:49])(=[O:48])=[O:47])[C:29]1[CH:34]=[CH:33][CH:32]=[CH:31][CH:30]=1.C(Cl)CCl.